From a dataset of Forward reaction prediction with 1.9M reactions from USPTO patents (1976-2016). Predict the product of the given reaction. (1) The product is: [Br:13][C:14]1[CH:19]=[CH:18][C:17]([CH2:20][C:21]([NH:3][CH2:4][C@H:5]([OH:6])[C:7]2[CH:8]=[N:9][CH:10]=[CH:11][CH:12]=2)=[O:22])=[CH:16][CH:15]=1. Given the reactants Cl.Cl.[NH2:3][CH2:4][C@@H:5]([C:7]1[CH:8]=[N:9][CH:10]=[CH:11][CH:12]=1)[OH:6].[Br:13][C:14]1[CH:19]=[CH:18][C:17]([CH2:20][C:21](O)=[O:22])=[CH:16][CH:15]=1.ON1C2C=CC=CC=2N=N1.Cl.CN(C)CCCN=C=NCC.[OH-].[Na+], predict the reaction product. (2) Given the reactants [Br:1][C:2]1[CH:7]=[CH:6][N:5]=[C:4]2[N:8]([CH:12]3[CH2:15][N:14]([C:16]([O:18][C:19]([CH3:22])([CH3:21])[CH3:20])=[O:17])[CH2:13]3)[CH:9]=[C:10](I)[C:3]=12.Cl.[F:24][C:25]1[CH:26]=[C:27]2[C:31](=[CH:32][C:33]=1B1OC(C)(C)C(C)(C)O1)[N:30]([CH3:43])[CH2:29][CH2:28]2.C(=O)([O-])[O-].[Na+].[Na+].O, predict the reaction product. The product is: [Br:1][C:2]1[CH:7]=[CH:6][N:5]=[C:4]2[N:8]([CH:12]3[CH2:15][N:14]([C:16]([O:18][C:19]([CH3:22])([CH3:21])[CH3:20])=[O:17])[CH2:13]3)[CH:9]=[C:10]([C:33]3[CH:32]=[C:31]4[C:27]([CH2:28][CH2:29][N:30]4[CH3:43])=[CH:26][C:25]=3[F:24])[C:3]=12. (3) Given the reactants [Cl:1][C:2]1[CH:7]=[CH:6][C:5]([C:8]2[N:9]=[C:10]([NH:13][C:14](=O)[C:15](OCC)=[O:16])[S:11][CH:12]=2)=[CH:4][CH:3]=1.[H-].[Al+3].[Li+].[H-].[H-].[H-].C(OCC)(=O)C.[OH-].[Na+], predict the reaction product. The product is: [Cl:1][C:2]1[CH:3]=[CH:4][C:5]([C:8]2[N:9]=[C:10]([NH:13][CH2:14][CH2:15][OH:16])[S:11][CH:12]=2)=[CH:6][CH:7]=1. (4) The product is: [CH:1]1([N:4]2[C:13]3[C:8](=[CH:9][C:10]([CH:21]=[CH:20][CH2:19][O:22][CH2:23][CH2:24][OH:25])=[CH:11][CH:12]=3)[C:7](=[O:15])[C:6]([C:16]([OH:18])=[O:17])=[CH:5]2)[CH2:3][CH2:2]1. Given the reactants [CH:1]1([N:4]2[C:13]3[C:8](=[CH:9][C:10](I)=[CH:11][CH:12]=3)[C:7](=[O:15])[C:6]([C:16]([OH:18])=[O:17])=[CH:5]2)[CH2:3][CH2:2]1.[CH2:19]([O:22][CH2:23][CH2:24][OH:25])[CH:20]=[CH2:21], predict the reaction product. (5) Given the reactants Br[C:2]1[CH:3]=[C:4]([F:17])[C:5]([CH2:8][NH:9][C:10](=[O:16])[O:11][C:12]([CH3:15])([CH3:14])[CH3:13])=[N:6][CH:7]=1.[Cl:18][C:19]1[CH:24]=[CH:23][C:22]([NH2:25])=[C:21]([C:26]([F:29])([F:28])[F:27])[CH:20]=1, predict the reaction product. The product is: [Cl:18][C:19]1[CH:24]=[CH:23][C:22]([NH:25][C:2]2[CH:3]=[C:4]([F:17])[C:5]([CH2:8][NH:9][C:10](=[O:16])[O:11][C:12]([CH3:15])([CH3:14])[CH3:13])=[N:6][CH:7]=2)=[C:21]([C:26]([F:27])([F:28])[F:29])[CH:20]=1. (6) Given the reactants [Cl:1][C:2]1[CH:3]=[C:4]([C:12]2[S:16][N:15]=[C:14]([C:17]3[C:18]([CH2:26][CH3:27])=[C:19]([CH2:23][CH:24]=O)[CH:20]=[CH:21][CH:22]=3)[N:13]=2)[CH:5]=[CH:6][C:7]=1[O:8][CH:9]([CH3:11])[CH3:10].[NH:28]1[CH2:33][CH2:32][CH:31]([C:34]([O:36]CC)=[O:35])[CH2:30][CH2:29]1.C(O)(=O)C.C(O[BH-](OC(=O)C)OC(=O)C)(=O)C.[Na+], predict the reaction product. The product is: [Cl:1][C:2]1[CH:3]=[C:4]([C:12]2[S:16][N:15]=[C:14]([C:17]3[C:18]([CH2:26][CH3:27])=[C:19]([CH2:23][CH2:24][N:28]4[CH2:29][CH2:30][CH:31]([C:34]([OH:36])=[O:35])[CH2:32][CH2:33]4)[CH:20]=[CH:21][CH:22]=3)[N:13]=2)[CH:5]=[CH:6][C:7]=1[O:8][CH:9]([CH3:11])[CH3:10]. (7) Given the reactants F[C:2]1[N:7]2[CH:8]=[C:9]([CH2:11][N:12]([CH3:23])[C@@H:13]3[C:18]4=[N:19][CH:20]=[CH:21][CH:22]=[C:17]4[O:16][CH2:15][CH2:14]3)[N:10]=[C:6]2[CH:5]=[CH:4][CH:3]=1.[CH:24]([N:27]1[CH2:32][CH2:31][NH:30][CH2:29][CH2:28]1)([CH3:26])[CH3:25], predict the reaction product. The product is: [NH4+:7].[OH-:16].[CH3:23][N:12]([CH2:11][C:9]1[N:10]=[C:6]2[CH:5]=[CH:4][CH:3]=[C:2]([N:30]3[CH2:31][CH2:32][N:27]([CH:24]([CH3:26])[CH3:25])[CH2:28][CH2:29]3)[N:7]2[CH:8]=1)[C@@H:13]1[C:18]2=[N:19][CH:20]=[CH:21][CH:22]=[C:17]2[O:16][CH2:15][CH2:14]1. (8) Given the reactants [N+:1]([C:4]1[CH:5]=[C:6]2[N:12]=[C:11]([C:13]3[CH:18]=[CH:17][CH:16]=[CH:15][CH:14]=3)[S:10][C:7]2=[N:8][CH:9]=1)([O-])=O, predict the reaction product. The product is: [C:13]1([C:11]2[S:10][C:7]3[C:6]([N:12]=2)=[CH:5][C:4]([NH2:1])=[CH:9][N:8]=3)[CH:14]=[CH:15][CH:16]=[CH:17][CH:18]=1. (9) Given the reactants OC1C(=O)NN=C(CCC2C=CC=CC=2)C=1.C([O:24][C:25]1[N:26]=[N:27][C:28]([CH2:39][C:40]2[CH:45]=[CH:44][C:43]([Cl:46])=[CH:42][CH:41]=2)=[CH:29][C:30]=1[O:31]CC1C=CC=CC=1)C1C=CC=CC=1.C(OCC)(=O)C, predict the reaction product. The product is: [Cl:46][C:43]1[CH:42]=[CH:41][C:40]([CH2:39][C:28]2[CH:29]=[C:30]([OH:31])[C:25](=[O:24])[NH:26][N:27]=2)=[CH:45][CH:44]=1.